From a dataset of Forward reaction prediction with 1.9M reactions from USPTO patents (1976-2016). Predict the product of the given reaction. Given the reactants [Cl:1][C:2]1[CH:3]=[C:4]([C@H:13]([NH:16][S@@](C(C)(C)C)=O)[CH2:14][CH3:15])[CH:5]=[CH:6][C:7]=1[O:8][C:9]([F:12])([F:11])[F:10].C(Cl)Cl.Cl.O1CCOCC1, predict the reaction product. The product is: [ClH:1].[Cl:1][C:2]1[CH:3]=[C:4]([C@H:13]([NH2:16])[CH2:14][CH3:15])[CH:5]=[CH:6][C:7]=1[O:8][C:9]([F:11])([F:12])[F:10].